Predict the reaction yield, written as a fraction of the theoretical maximum amount of product (1.0 means a 100% yield; for example, 0.34 means a 34% yield). From a dataset of Reaction yield outcomes from USPTO patents with 853,638 reactions. (1) The reactants are CS([C:4]1[N:9]=[CH:8][C:7]2=[CH:10][CH:11]=[C:12]([C:13]3[CH:14]=[N:15][N:16]([CH3:18])[CH:17]=3)[N:6]2[N:5]=1)=O.COCC(O)C.C(OC([N:32]1[CH2:37][CH2:36][CH:35]([O:38][C:39]2[CH:44]=[CH:43][CH:42]=[C:41]([NH2:45])[CH:40]=2)[CH2:34][CH2:33]1)=O)(C)(C)C.C(N(CC)C(C)C)(C)C. No catalyst specified. The product is [CH3:18][N:16]1[CH:17]=[C:13]([C:12]2[N:6]3[C:7]([CH:8]=[N:9][C:4]([N:32]4[CH2:33][CH2:34][CH:35]([O:38][C:39]5[CH:40]=[C:41]([NH2:45])[CH:42]=[CH:43][CH:44]=5)[CH2:36][CH2:37]4)=[N:5]3)=[CH:10][CH:11]=2)[CH:14]=[N:15]1. The yield is 0.0300. (2) The reactants are [Cl:1][C:2]1[C:10]2[N:9]=[C:8]([NH:11][C:12]3[C:17]([CH3:18])=[CH:16][C:15](Cl)=[CH:14][C:13]=3[O:20][CH3:21])[N:7]([CH:22](CC)[CH2:23]O)[C:6]=2[C:5]([CH:27]([CH2:30][CH3:31])[CH2:28][CH3:29])=[CH:4][CH:3]=1.CS(Cl)(=O)=O.[C:37](=O)([O-])[O-].[K+].[K+].N1C=CC=[CH:45][CH:44]=1. The catalyst is C(=O)([O-])O.[Na+].O. The product is [Cl:1][C:2]1[C:10]2[N:9]=[C:8]3[N:11]([C:12]4[C:17]([CH3:18])=[CH:16][C:15]([CH3:37])=[CH:14][C:13]=4[O:20][CH3:21])[CH2:44][CH2:45][CH2:23][CH2:22][N:7]3[C:6]=2[C:5]([CH:27]([CH2:30][CH3:31])[CH2:28][CH3:29])=[CH:4][CH:3]=1. The yield is 0.400. (3) The product is [CH2:1]([C:4]1[CH:5]=[C:6]2[C:10](=[CH:11][CH:12]=1)[NH:9][C:8](=[O:13])[CH2:7]2)[CH3:2]. The catalyst is FC(F)(F)C(O)=O. The reactants are [C:1]([C:4]1[CH:5]=[C:6]2[C:10](=[CH:11][CH:12]=1)[NH:9][C:8](=[O:13])[CH2:7]2)(=O)[CH3:2].C([SiH](CC)CC)C. The yield is 0.710.